Dataset: Experimentally validated miRNA-target interactions with 360,000+ pairs, plus equal number of negative samples. Task: Binary Classification. Given a miRNA mature sequence and a target amino acid sequence, predict their likelihood of interaction. (1) The miRNA is mmu-miR-34b-5p with sequence AGGCAGUGUAAUUAGCUGAUUGU. The protein sequence of the target gene is MAPTWSPSVVSVVGPVGLFLVLLARGCLAEEPPRFIREPKDQIGVSGGVASFVCQATGDPKPRVTWNKKGKKVNSQRFETIDFDESSGAVLRIQPLRTPRDENVYECVAQNSVGEITIHAKLTVLREDQLPPGFPNIDMGPQLKVVERTRTATMLCAASGNPDPEITWFKDFLPVDPSASNGRIKQLRSGALQIESSEETDQGKYECVATNSAGVRYSSPANLYVRVRRVAPRFSILPMSHEIMPGGNVNITCVAVGSPMPYVKWMQGAEDLTPEDDMPVGRNVLELTDVKDSANYTCVA.... Result: 1 (interaction). (2) The protein sequence of the target gene is MTADKDKDKDKEKDRDRDRDRERDKRDKARESENARPRRSCTLEGGAKNYAESDHSEDEDNDNNSATTEESNKKSRKKPPKKKSRYERTDTGEITSYITEDDVVYRPGDCVYIESRRPNTPYFICSIQDFKLVHSSQACCRSPAPAFCDPPACSLPVAPQPPQHLSEAGRGPGGSKRDHLLMNVKWYYRQSEVPDSVYQHLVQDRHNENDSGRELVITDPVIKNRELFISDYVDTYHAAALRGKCNISHFSDIFAAREFKARVDSFFYILGYNPETRRLNSTQGEIRVGPSHQAKLPDLQ.... Result: 0 (no interaction). The miRNA is hsa-miR-3180 with sequence UGGGGCGGAGCUUCCGGAG.